Dataset: Full USPTO retrosynthesis dataset with 1.9M reactions from patents (1976-2016). Task: Predict the reactants needed to synthesize the given product. (1) The reactants are: [CH3:1]/[C:2](=[CH:8]\[CH:9]=[CH:10]\[CH2:11][CH2:12]/[CH:13]=[CH:14]\[CH2:15]/[CH:16]=[CH:17]\[CH2:18]/[CH:19]=[CH:20]\[CH2:21]/[CH:22]=[CH:23]\[CH2:24][CH3:25])/[C:3]([O:5]CC)=[O:4].[OH-].[K+].O. Given the product [CH3:1]/[C:2](=[CH:8]\[CH:9]=[CH:10]\[CH2:11][CH2:12]/[CH:13]=[CH:14]\[CH2:15]/[CH:16]=[CH:17]\[CH2:18]/[CH:19]=[CH:20]\[CH2:21]/[CH:22]=[CH:23]\[CH2:24][CH3:25])/[C:3]([OH:5])=[O:4], predict the reactants needed to synthesize it. (2) Given the product [NH2:1][C@H:2]1[CH2:8][CH2:7][S:6][C@H:5]2[CH2:9][CH2:10][CH2:11][C@@H:12]([CH3:15])[N:4]2[C:3]1=[O:13], predict the reactants needed to synthesize it. The reactants are: [NH2:1][C@H:2]1[CH2:8][CH2:7][S:6][C@H:5]2[CH2:9][CH2:10][CH2:11][CH2:12][N:4]2[C:3]1=[O:13].F[C:15](F)(F)C(O)=O.N[C@H](C)CCCCO. (3) Given the product [F:24][C:19]1[CH:18]=[C:17]([C:4]2[NH:5][CH:6]=[C:2]([C:43]3[CH2:44][CH2:45][N:46]4[C@H:41]([CH:42]=3)[CH2:40][C@@H:39]([C:35]3[CH:36]=[CH:37][CH:38]=[C:33]([O:32][CH3:31])[CH:34]=3)[CH2:47]4)[C:3]=2[C:25]2[CH:30]=[CH:29][N:28]=[CH:27][CH:26]=2)[CH:22]=[CH:21][C:20]=1[F:23], predict the reactants needed to synthesize it. The reactants are: Br[C:2]1[C:3]([C:25]2[CH:30]=[CH:29][N:28]=[CH:27][CH:26]=2)=[C:4]([C:17]2[CH:22]=[CH:21][C:20]([F:23])=[C:19]([F:24])[CH:18]=2)[N:5]([Si](C(C)C)(C(C)C)C(C)C)[CH:6]=1.[CH3:31][O:32][C:33]1[CH:34]=[C:35]([C@H:39]2[CH2:47][N:46]3[C@H:41]([CH2:42][C:43](=O)[CH2:44][CH2:45]3)[CH2:40]2)[CH:36]=[CH:37][CH:38]=1.C(OCC)(=O)C.C(N)(C)C. (4) Given the product [Cl:8][C:7]1[C:2]([NH:13][C:12]2[CH:14]=[C:15]([CH3:17])[CH:16]=[C:10]([CH3:9])[CH:11]=2)=[N:3][CH:4]=[CH:5][N:6]=1, predict the reactants needed to synthesize it. The reactants are: Cl[C:2]1[C:7]([Cl:8])=[N:6][CH:5]=[CH:4][N:3]=1.[CH3:9][C:10]1[CH:11]=[C:12]([CH:14]=[C:15]([CH3:17])[CH:16]=1)[NH2:13].C(=O)([O-])[O-].[Na+].[Na+].O. (5) Given the product [Br:1][C:2]1[CH:7]=[CH:6][C:5]2[C:12](=[O:14])[CH2:11][CH2:10][CH2:9][CH2:8][C:4]=2[CH:3]=1, predict the reactants needed to synthesize it. The reactants are: [Br:1][C:2]1[CH:3]=[C:4]([CH2:8][CH2:9][CH2:10][CH2:11][C:12]([OH:14])=O)[CH:5]=[CH:6][CH:7]=1. (6) Given the product [Br:1][C:2]1[C:3]([OH:10])=[C:4]([C:7]([NH:16][C:15]2[CH:17]=[C:18]([C:20]([F:21])([F:22])[F:23])[CH:19]=[C:13]([C:12]([F:11])([F:24])[F:25])[CH:14]=2)=[O:9])[S:5][CH:6]=1, predict the reactants needed to synthesize it. The reactants are: [Br:1][C:2]1[C:3]([OH:10])=[C:4]([C:7]([OH:9])=O)[S:5][CH:6]=1.[F:11][C:12]([F:25])([F:24])[C:13]1[CH:14]=[C:15]([CH:17]=[C:18]([C:20]([F:23])([F:22])[F:21])[CH:19]=1)[NH2:16]. (7) Given the product [F:2][C:3]1[CH:4]=[C:5]([C@:14]2([NH:24][C:25](=[O:26])[O:27][C:28]([CH3:31])([CH3:30])[CH3:29])[C:19]3=[N:20][CH:21]=[CH:22][CH:23]=[C:18]3[O:17][CH2:16][CH2:15]2)[CH:6]=[CH:7][C:8]=1[O:9][C:10]([F:13])([F:11])[F:12], predict the reactants needed to synthesize it. The reactants are: Cl.[F:2][C:3]1[CH:4]=[C:5]([C@:14]2([NH2:24])[C:19]3=[N:20][CH:21]=[CH:22][CH:23]=[C:18]3[O:17][CH2:16][CH2:15]2)[CH:6]=[CH:7][C:8]=1[O:9][C:10]([F:13])([F:12])[F:11].[C:25](O[C:25]([O:27][C:28]([CH3:31])([CH3:30])[CH3:29])=[O:26])([O:27][C:28]([CH3:31])([CH3:30])[CH3:29])=[O:26].